This data is from CYP2D6 inhibition data for predicting drug metabolism from PubChem BioAssay. The task is: Regression/Classification. Given a drug SMILES string, predict its absorption, distribution, metabolism, or excretion properties. Task type varies by dataset: regression for continuous measurements (e.g., permeability, clearance, half-life) or binary classification for categorical outcomes (e.g., BBB penetration, CYP inhibition). Dataset: cyp2d6_veith. (1) The molecule is O=C(CO)Nc1ccc([As](=O)(O)O)cc1. The result is 0 (non-inhibitor). (2) The compound is COc1ccc(CNc2ccnc(-c3ccccc3CN(C)C)n2)c(OC)c1. The result is 1 (inhibitor).